The task is: Regression. Given a peptide amino acid sequence and an MHC pseudo amino acid sequence, predict their binding affinity value. This is MHC class I binding data.. This data is from Peptide-MHC class I binding affinity with 185,985 pairs from IEDB/IMGT. (1) The MHC is Mamu-A02 with pseudo-sequence Mamu-A02. The binding affinity (normalized) is 0.573. The peptide sequence is YTAFTLPSV. (2) The peptide sequence is KMDIGVPLL. The MHC is HLA-A02:12 with pseudo-sequence HLA-A02:12. The binding affinity (normalized) is 0.872. (3) The peptide sequence is ERLQICQRK. The MHC is HLA-A03:01 with pseudo-sequence HLA-A03:01. The binding affinity (normalized) is 0.145. (4) The peptide sequence is HPKLRPILL. The MHC is HLA-A02:01 with pseudo-sequence HLA-A02:01. The binding affinity (normalized) is 0.0847. (5) The peptide sequence is ETLNEYKQLY. The MHC is HLA-A03:01 with pseudo-sequence HLA-A03:01. The binding affinity (normalized) is 0.110. (6) The peptide sequence is LASAMRMLW. The MHC is HLA-A30:02 with pseudo-sequence HLA-A30:02. The binding affinity (normalized) is 0.213.